The task is: Predict the reactants needed to synthesize the given product.. This data is from Full USPTO retrosynthesis dataset with 1.9M reactions from patents (1976-2016). (1) Given the product [CH2:34]([O:33][C:31](=[O:32])[NH:43][C@@H:44]([C:54]1[S:55][C:56]([C@@H:59]([NH:64][C:20](=[O:21])[C@H:6]([CH:7]([C:14]2[CH:15]=[CH:16][CH:17]=[CH:18][CH:19]=2)[C:8]2[CH:9]=[CH:10][CH:11]=[CH:12][CH:13]=2)[NH:5][C:3]([O:2][CH3:1])=[O:4])[C:60]([F:62])([F:63])[F:61])=[CH:57][CH:58]=1)[CH2:45][O:46][Si:47]([C:50]([CH3:53])([CH3:51])[CH3:52])([CH3:49])[CH3:48])[CH:35]=[CH2:37], predict the reactants needed to synthesize it. The reactants are: [CH3:1][O:2][C:3]([NH:5][C@H:6]([C:20](O)=[O:21])[CH:7]([C:14]1[CH:19]=[CH:18][CH:17]=[CH:16][CH:15]=1)[C:8]1[CH:13]=[CH:12][CH:11]=[CH:10][CH:9]=1)=[O:4].CN1CCOCC1.Cl[C:31]([O:33][CH2:34][CH:35]([CH3:37])C)=[O:32].C(OC(=O)[NH:43][C@@H:44]([C:54]1[S:55][C:56]([C@@H:59]([NH2:64])[C:60]([F:63])([F:62])[F:61])=[CH:57][CH:58]=1)[CH2:45][O:46][Si:47]([C:50]([CH3:53])([CH3:52])[CH3:51])([CH3:49])[CH3:48])C=C.CCN(C(C)C)C(C)C.C(=O)(O)[O-].[Na+]. (2) Given the product [F:3][C:4]1[CH:5]=[C:6]([CH2:7][OH:8])[CH:9]=[C:10]([F:23])[C:11]=1[O:12][C:13]1[CH:18]=[CH:17][N:16]=[C:15]([C:19]([F:20])([F:21])[F:22])[CH:14]=1, predict the reactants needed to synthesize it. The reactants are: [BH4-].[Na+].[F:3][C:4]1[CH:5]=[C:6]([CH:9]=[C:10]([F:23])[C:11]=1[O:12][C:13]1[CH:18]=[CH:17][N:16]=[C:15]([C:19]([F:22])([F:21])[F:20])[CH:14]=1)[CH:7]=[O:8]. (3) Given the product [Cl:1][C:2]1[CH:24]=[CH:23][C:5]([CH2:6][S:7]([NH:10][C:11]2[C:12](=[O:22])[N:13]([CH2:18][CH2:19][CH2:20][Br:45])[C:14]([CH3:17])=[CH:15][CH:16]=2)(=[O:9])=[O:8])=[CH:4][CH:3]=1, predict the reactants needed to synthesize it. The reactants are: [Cl:1][C:2]1[CH:24]=[CH:23][C:5]([CH2:6][S:7]([NH:10][C:11]2[C:12](=[O:22])[N:13]([CH2:18][CH2:19][CH2:20]O)[C:14]([CH3:17])=[CH:15][CH:16]=2)(=[O:9])=[O:8])=[CH:4][CH:3]=1.C1(P(C2C=CC=CC=2)C2C=CC=CC=2)C=CC=CC=1.C(Br)(Br)(Br)[Br:45]. (4) Given the product [Cl:1][C:2]1[CH:7]=[CH:6][C:5]([CH:8]([C:26]2[CH:27]=[CH:28][C:29]([Cl:32])=[CH:30][CH:31]=2)[C:9]2[CH:10]=[C:11]3[C:16](=[CH:17][CH:18]=2)[N:15]=[CH:14][N:13]=[C:12]3[NH:19][CH:20]2[CH2:21][CH2:22][N:23]([S:47]([C:45]3[CH:44]=[CH:43][C:38]([C:39]([O:41][CH3:42])=[O:40])=[C:37]([Cl:36])[CH:46]=3)(=[O:48])=[O:49])[CH2:24][CH2:25]2)=[CH:4][CH:3]=1, predict the reactants needed to synthesize it. The reactants are: [Cl:1][C:2]1[CH:7]=[CH:6][C:5]([CH:8]([C:26]2[CH:31]=[CH:30][C:29]([Cl:32])=[CH:28][CH:27]=2)[C:9]2[CH:10]=[C:11]3[C:16](=[CH:17][CH:18]=2)[N:15]=[CH:14][N:13]=[C:12]3[NH:19][CH:20]2[CH2:25][CH2:24][NH:23][CH2:22][CH2:21]2)=[CH:4][CH:3]=1.ClCCl.[Cl:36][C:37]1[CH:46]=[C:45]([S:47](Cl)(=[O:49])=[O:48])[CH:44]=[CH:43][C:38]=1[C:39]([O:41][CH3:42])=[O:40].